From a dataset of Full USPTO retrosynthesis dataset with 1.9M reactions from patents (1976-2016). Predict the reactants needed to synthesize the given product. (1) Given the product [OH:13][CH:12]([C:11]1[CH:37]=[CH:38][C:8]([NH:7][C:1](=[O:6])[C:2]([CH3:5])([CH3:4])[CH3:3])=[CH:9][CH:10]=1)[C:14]1[CH:23]=[C:22]2[C:17]([N:18]=[CH:19][C:20]([CH:24]3[CH2:29][CH2:28][N:27]([C:30]([O:32][C:33]([CH3:36])([CH3:35])[CH3:34])=[O:31])[CH2:26][CH2:25]3)=[N:21]2)=[CH:16][CH:15]=1, predict the reactants needed to synthesize it. The reactants are: [C:1]([NH:7][C:8]1[CH:38]=[CH:37][C:11]([C:12]([C:14]2[CH:23]=[C:22]3[C:17]([N:18]=[CH:19][C:20]([C:24]4[CH2:29][CH2:28][N:27]([C:30]([O:32][C:33]([CH3:36])([CH3:35])[CH3:34])=[O:31])[CH2:26][CH:25]=4)=[N:21]3)=[CH:16][CH:15]=2)=[O:13])=[CH:10][CH:9]=1)(=[O:6])[C:2]([CH3:5])([CH3:4])[CH3:3]. (2) Given the product [F:35][C:34]1[C:33]([F:36])=[C:32]2[C:27]([N:28]=[CH:29][CH:30]=[N:31]2)=[CH:26][C:25]=1[C:13]1[C:14]([CH3:24])=[N:15][N:16]([C:17]2[CH:22]=[CH:21][CH:20]=[CH:19][C:18]=2[CH3:23])[C:12]=1[NH:11][C:6]1[CH:7]=[CH:8][CH:9]=[CH:10][C:5]=1[C:3]([OH:4])=[O:2], predict the reactants needed to synthesize it. The reactants are: C[O:2][C:3]([C:5]1[CH:10]=[CH:9][CH:8]=[CH:7][C:6]=1[NH:11][C:12]1[N:16]([C:17]2[CH:22]=[CH:21][CH:20]=[CH:19][C:18]=2[CH3:23])[N:15]=[C:14]([CH3:24])[C:13]=1[C:25]1[CH:26]=[C:27]2[C:32](=[C:33]([F:36])[C:34]=1[F:35])[N:31]=[CH:30][CH:29]=[N:28]2)=[O:4].[OH-].[Na+].Cl. (3) Given the product [Cl:1][C:2]1[C:7]([C:13]([CH3:17])=[CH2:12])=[CH:6][C:5]([NH2:9])=[C:4]([O:10][CH3:11])[CH:3]=1, predict the reactants needed to synthesize it. The reactants are: [Cl:1][C:2]1[C:7](I)=[CH:6][C:5]([NH2:9])=[C:4]([O:10][CH3:11])[CH:3]=1.[CH3:12][C:13]1(C)[C:17](C)(C)OB(C(C)=C)O1.C([O-])([O-])=O.[Na+].[Na+]. (4) Given the product [CH2:3]([C:2]1[N:10]2[CH:11]=[C:12]([C:13]([OH:15])=[O:14])[CH:16]=[CH:17][C:9]2=[N:8][CH:1]=1)[CH2:4][CH2:5][CH3:6], predict the reactants needed to synthesize it. The reactants are: [CH:1](=O)[CH2:2][CH2:3][CH2:4][CH2:5][CH3:6].[NH2:8][C:9]1[CH:17]=[CH:16][C:12]([C:13]([OH:15])=[O:14])=[CH:11][N:10]=1. (5) Given the product [N:1]1([C:7]2[CH:15]=[CH:14][C:13]([N+:16]([O-:18])=[O:17])=[CH:12][C:8]=2[C:9]([N:33]2[CH2:34][CH2:35][N:30]([C:28]3[S:27][N:26]=[C:25]([C:19]4[CH:24]=[CH:23][CH:22]=[CH:21][CH:20]=4)[N:29]=3)[CH2:31][CH2:32]2)=[O:11])[CH2:2][CH2:3][O:4][CH2:5][CH2:6]1, predict the reactants needed to synthesize it. The reactants are: [N:1]1([C:7]2[CH:15]=[CH:14][C:13]([N+:16]([O-:18])=[O:17])=[CH:12][C:8]=2[C:9]([OH:11])=O)[CH2:6][CH2:5][O:4][CH2:3][CH2:2]1.[C:19]1([C:25]2[N:29]=[C:28]([N:30]3[CH2:35][CH2:34][NH:33][CH2:32][CH2:31]3)[S:27][N:26]=2)[CH:24]=[CH:23][CH:22]=[CH:21][CH:20]=1.